From a dataset of Forward reaction prediction with 1.9M reactions from USPTO patents (1976-2016). Predict the product of the given reaction. (1) Given the reactants [CH2:1]([O:8][C:9]([NH:11][CH2:12][C@H:13]([C:16]1[CH:21]=[CH:20][C:19]([O:22]C(=O)C)=[CH:18][CH:17]=1)[O:14][CH3:15])=[O:10])[C:2]1[CH:7]=[CH:6][CH:5]=[CH:4][CH:3]=1.[OH-].[K+].Cl, predict the reaction product. The product is: [CH2:1]([O:8][C:9](=[O:10])[NH:11][CH2:12][C@H:13]([C:16]1[CH:21]=[CH:20][C:19]([OH:22])=[CH:18][CH:17]=1)[O:14][CH3:15])[C:2]1[CH:7]=[CH:6][CH:5]=[CH:4][CH:3]=1. (2) The product is: [CH3:1][O:2][CH2:3][C:4]1[C:12]2[C:7](=[CH:8][C:9]([NH:13][C:14]3[N:30]=[C:17]4[CH:18]=[CH:19][CH:20]=[C:21]([CH2:22][N:23]5[CH2:28][CH2:27][NH:26][CH2:25][C:24]5=[O:32])[N:16]4[N:15]=3)=[CH:10][CH:11]=2)[NH:6][N:5]=1. Given the reactants [CH3:1][O:2][CH2:3][C:4]1[C:12]2[C:7](=[CH:8][C:9]([NH:13][C:14]3[N:30]=[C:17]4[CH:18]=[CH:19][CH:20]=[C:21]([CH2:22][N:23]5[CH2:28][CH2:27][NH:26][C:25](=O)[CH2:24]5)[N:16]4[N:15]=3)=[CH:10][CH:11]=2)[NH:6][N:5]=1.Cl.[OH2:32], predict the reaction product. (3) Given the reactants [CH3:1][O:2][C:3]1[CH:4]=[C:5]2[C:10](=[CH:11][C:12]=1[O:13][CH3:14])[N:9]=[CH:8][CH:7]=[C:6]2[O:15][C:16]1[C:22]([CH3:23])=[CH:21][C:19]([NH2:20])=[C:18]([CH3:24])[CH:17]=1.Cl[C:26](Cl)([O:28]C(=O)OC(Cl)(Cl)Cl)Cl.[CH3:37][CH2:38][CH2:39][CH2:40][CH:41]([OH:46])[CH2:42][CH2:43][CH2:44][CH3:45].C(=O)(O)[O-].[Na+], predict the reaction product. The product is: [CH3:1][O:2][C:3]1[CH:4]=[C:5]2[C:10](=[CH:11][C:12]=1[O:13][CH3:14])[N:9]=[CH:8][CH:7]=[C:6]2[O:15][C:16]1[C:22]([CH3:23])=[CH:21][C:19]([NH:20][C:26](=[O:28])[O:46][CH:41]([CH2:42][CH2:43][CH2:44][CH3:45])[CH2:40][CH2:39][CH2:38][CH3:37])=[C:18]([CH3:24])[CH:17]=1. (4) The product is: [O:1]=[C:2]1[N:6]([CH:7]2[CH2:12][CH2:11][O:10][CH2:9][CH2:8]2)[CH2:5][CH:4]([C:13]2[CH:14]=[C:15]([CH3:19])[CH:16]=[CH:17][CH:18]=2)[N:3]1[CH:20]1[CH2:25][CH2:24][N:23]([CH2:26][C:27]2[CH:28]=[CH:29][C:30]([O:33][C:34]3[CH:41]=[CH:40][C:37]([C:38]([NH2:39])=[O:43])=[CH:36][CH:35]=3)=[N:31][CH:32]=2)[CH2:22][CH2:21]1. Given the reactants [O:1]=[C:2]1[N:6]([CH:7]2[CH2:12][CH2:11][O:10][CH2:9][CH2:8]2)[CH2:5][CH:4]([C:13]2[CH:14]=[C:15]([CH3:19])[CH:16]=[CH:17][CH:18]=2)[N:3]1[CH:20]1[CH2:25][CH2:24][N:23]([CH2:26][C:27]2[CH:28]=[CH:29][C:30]([O:33][C:34]3[CH:41]=[CH:40][C:37]([C:38]#[N:39])=[CH:36][CH:35]=3)=[N:31][CH:32]=2)[CH2:22][CH2:21]1.C(O)(C(F)(F)F)=[O:43], predict the reaction product. (5) Given the reactants [Cl:1][C:2]1[CH:3]=[CH:4][C:5]([O:22][CH:23]([F:25])[F:24])=[C:6]([C:8]2[N:12]([CH2:13][O:14][CH2:15][CH2:16][Si:17]([CH3:20])([CH3:19])[CH3:18])[N:11]=[CH:10][C:9]=2[NH2:21])[CH:7]=1.[N:26]1[N:30]2[CH:31]=[CH:32][CH:33]=[N:34][C:29]2=[C:28]([C:35](Cl)=[O:36])[CH:27]=1.CCN(C(C)C)C(C)C, predict the reaction product. The product is: [Cl:1][C:2]1[CH:3]=[CH:4][C:5]([O:22][CH:23]([F:24])[F:25])=[C:6]([C:8]2[N:12]([CH2:13][O:14][CH2:15][CH2:16][Si:17]([CH3:20])([CH3:18])[CH3:19])[N:11]=[CH:10][C:9]=2[NH:21][C:35]([C:28]2[CH:27]=[N:26][N:30]3[CH:31]=[CH:32][CH:33]=[N:34][C:29]=23)=[O:36])[CH:7]=1. (6) Given the reactants [NH2:1][CH2:2][CH:3]([OH:27])[CH2:4][O:5][C:6]1[C:11]([CH3:12])=[CH:10][C:9]([C:13]2[N:17]=[C:16]([C:18]3[CH:23]=[C:22]([CH3:24])[N:21]=[C:20]([Cl:25])[CH:19]=3)[O:15][N:14]=2)=[CH:8][C:7]=1[CH3:26].[C:28](O)(=[O:31])[CH2:29][OH:30].CCN(C(C)C)C(C)C.CN(C(ON1N=NC2C=CC=CC1=2)=[N+](C)C)C.[B-](F)(F)(F)F, predict the reaction product. The product is: [Cl:25][C:20]1[CH:19]=[C:18]([C:16]2[O:15][N:14]=[C:13]([C:9]3[CH:10]=[C:11]([CH3:12])[C:6]([O:5][CH2:4][CH:3]([OH:27])[CH2:2][NH:1][C:29](=[O:30])[CH2:28][OH:31])=[C:7]([CH3:26])[CH:8]=3)[N:17]=2)[CH:23]=[C:22]([CH3:24])[N:21]=1. (7) Given the reactants [NH:1]1[CH2:6][CH2:5][CH2:4][C:3]2([O:11][C:10]3[C:12]4[C:17]([C:18](=[O:21])[C:19](=[O:20])[C:9]=3[S:8][CH2:7]2)=[CH:16][CH:15]=[CH:14][CH:13]=4)[CH2:2]1.[CH2:22]([C@@H:29]1[CH2:31][O:30]1)[C:23]1[CH:28]=[CH:27][CH:26]=[CH:25][CH:24]=1, predict the reaction product. The product is: [OH:30][C@H:29]([CH2:22][C:23]1[CH:28]=[CH:27][CH:26]=[CH:25][CH:24]=1)[CH2:31][N:1]1[CH2:6][CH2:5][CH2:4][C:3]2([O:11][C:10]3[C:12]4[C:17]([C:18](=[O:21])[C:19](=[O:20])[C:9]=3[S:8][CH2:7]2)=[CH:16][CH:15]=[CH:14][CH:13]=4)[CH2:2]1. (8) Given the reactants [F:1][C:2]1[CH:3]=[C:4]([NH:14][C:15]([NH2:17])=[S:16])[CH:5]=[CH:6][C:7]=1[N:8]1[CH:12]=[C:11]([CH3:13])[N:10]=[CH:9]1.Br[CH:19]1[CH2:24][CH2:23][CH2:22][CH:21]([C:25]2[CH:30]=[CH:29][CH:28]=[CH:27][C:26]=2[O:31][CH3:32])[C:20]1=O, predict the reaction product. The product is: [F:1][C:2]1[CH:3]=[C:4]([NH:14][C:15]2[S:16][C:19]3[CH2:24][CH2:23][CH2:22][CH:21]([C:25]4[CH:30]=[CH:29][CH:28]=[CH:27][C:26]=4[O:31][CH3:32])[C:20]=3[N:17]=2)[CH:5]=[CH:6][C:7]=1[N:8]1[CH:12]=[C:11]([CH3:13])[N:10]=[CH:9]1. (9) Given the reactants [BH4-].[Na+].[CH3:3][C:4]1[C:10](=[O:11])[C:9]([O:12][CH3:13])=[C:8]([O:14][CH3:15])[C:6](=[O:7])[C:5]=1[CH2:16]/[CH:17]=[C:18](/[CH2:20][CH2:21]/[CH:22]=[C:23](/[CH2:25]C/C=C(/CC/C=C(/CC/C=C(/CC/C=C(/CC/C=C(/CC/C=C(/CC/C=C(/CCC=C(C)C)\C)\C)\C)\C)\C)\C)\C)\[CH3:24])\[CH3:19], predict the reaction product. The product is: [CH3:3][C:4]1[C:10]([OH:11])=[C:9]([O:12][CH3:13])[C:8]([O:14][CH3:15])=[C:6]([OH:7])[C:5]=1[CH2:16]/[CH:17]=[C:18](/[CH2:20][CH2:21][CH:22]=[C:23]([CH3:25])[CH3:24])\[CH3:19]. (10) Given the reactants [CH:1]1([C:7]([CH3:16])([C:13](=O)[CH3:14])[C:8](OCC)=[O:9])[CH2:6][CH2:5][CH2:4][CH2:3][CH2:2]1.[NH2:17][NH2:18], predict the reaction product. The product is: [CH:1]1([C:7]2([CH3:16])[C:8](=[O:9])[NH:18][N:17]=[C:13]2[CH3:14])[CH2:6][CH2:5][CH2:4][CH2:3][CH2:2]1.